From a dataset of Catalyst prediction with 721,799 reactions and 888 catalyst types from USPTO. Predict which catalyst facilitates the given reaction. Reactant: [CH3:1][C:2]1[C:10]([N+:11]([O-:13])=[O:12])=[CH:9][C:8]([F:14])=[CH:7][C:3]=1[C:4]([OH:6])=[O:5].CI.[C:17](=O)([O-])[O-].[K+].[K+]. Product: [CH3:17][O:5][C:4](=[O:6])[C:3]1[CH:7]=[C:8]([F:14])[CH:9]=[C:10]([N+:11]([O-:13])=[O:12])[C:2]=1[CH3:1]. The catalyst class is: 9.